Dataset: Forward reaction prediction with 1.9M reactions from USPTO patents (1976-2016). Task: Predict the product of the given reaction. (1) Given the reactants [NH:1]1[C:9]2[C:4](=[CH:5][CH:6]=[CH:7][CH:8]=2)[CH:3]=[CH:2]1.C([C:12](=O)[C:13]([O-])=[O:14])C.[CH3:17][O:18][C:19]1[CH:20]=[C:21]([CH2:29][C:30]([NH2:32])=[O:31])[CH:22]=[C:23]([O:27][CH3:28])[C:24]=1[O:25][CH3:26], predict the reaction product. The product is: [NH:1]1[C:9]2[C:4](=[CH:5][CH:6]=[CH:7][CH:8]=2)[CH:3]=[C:2]1[C:12]1[C:13](=[O:14])[NH:32][C:30](=[O:31])[C:29]=1[C:21]1[CH:22]=[C:23]([O:27][CH3:28])[C:24]([O:25][CH3:26])=[C:19]([O:18][CH3:17])[CH:20]=1. (2) Given the reactants [CH3:1][C:2]1[CH:11]=[CH:10][C:9]([N:12]2[CH2:17][CH2:16][N:15](C)[CH2:14][CH2:13]2)=[C:8]2[C:3]=1[CH2:4][CH2:5][C@@H:6]([NH:19][S:20]([C:23]1[CH:32]=[CH:31][C:30]3[C:25](=[CH:26][CH:27]=[CH:28][CH:29]=3)[CH:24]=1)(=[O:22])=[O:21])[CH2:7]2.ClC(OCCCl)=O.CO, predict the reaction product. The product is: [CH3:1][C:2]1[CH:11]=[CH:10][C:9]([N:12]2[CH2:13][CH2:14][NH:15][CH2:16][CH2:17]2)=[C:8]2[C:3]=1[CH2:4][CH2:5][C@@H:6]([NH:19][S:20]([C:23]1[CH:32]=[CH:31][C:30]3[C:25](=[CH:26][CH:27]=[CH:28][CH:29]=3)[CH:24]=1)(=[O:22])=[O:21])[CH2:7]2. (3) Given the reactants Cl[C:2]1[CH:7]=[CH:6][C:5]([N+:8]([O-:10])=[O:9])=[CH:4][N:3]=1.[C:11]([C:13]([C:16]1[CH:17]=[C:18]([CH:33]=[CH:34][CH:35]=1)[C:19]([NH:21][C:22]1[CH:27]=[CH:26][C:25]([C:28]([F:31])([F:30])[F:29])=[C:24]([OH:32])[CH:23]=1)=[O:20])([CH3:15])[CH3:14])#[N:12].C(=O)([O-])[O-].[K+].[K+].O, predict the reaction product. The product is: [C:11]([C:13]([C:16]1[CH:17]=[C:18]([CH:33]=[CH:34][CH:35]=1)[C:19]([NH:21][C:22]1[CH:27]=[CH:26][C:25]([C:28]([F:29])([F:31])[F:30])=[C:24]([O:32][C:2]2[CH:7]=[CH:6][C:5]([N+:8]([O-:10])=[O:9])=[CH:4][N:3]=2)[CH:23]=1)=[O:20])([CH3:15])[CH3:14])#[N:12]. (4) The product is: [NH2:69][C:33]1[CH:34]=[N:35][CH:36]=[CH:31][C:32]=1[C:2]1[CH:3]=[CH:4][C:5]2[C:6]3[N:20]([CH:21]4[CH2:26][CH2:25][CH2:24][CH2:23][O:22]4)[N:19]=[CH:18][C:7]=3[C:8](=[O:17])[N:9]([CH2:12][C:13]([F:14])([F:15])[F:16])[C:10]=2[CH:11]=1. Given the reactants Br[C:2]1[CH:3]=[CH:4][C:5]2[C:6]3[N:20]([CH:21]4[CH2:26][CH2:25][CH2:24][CH2:23][O:22]4)[N:19]=[CH:18][C:7]=3[C:8](=[O:17])[N:9]([CH2:12][C:13]([F:16])([F:15])[F:14])[C:10]=2[CH:11]=1.BrC1C=C[C:31]2[C:32]3NN(C4CCCCO4)C[C:33]=3[C:34](=O)[N:35](CC(F)(F)F)[C:36]=2C=1.C(=O)([O-])[O-].[K+].[K+].CC1(C)C(C)(C)OB(C2C(N)=[N:69]C=CC=2)O1.C([O-])(O)=O.[Na+], predict the reaction product. (5) Given the reactants [C:1](=[N:14]/[N:15]=[CH:16]/[C:17]1[S:18][CH:19]=[CH:20][C:21]=1Br)([C:8]1[CH:13]=[CH:12][CH:11]=[CH:10][CH:9]=1)[C:2]1[CH:7]=[CH:6][CH:5]=[CH:4][CH:3]=1.[C:23]1([C:29](=[N:36][NH2:37])[C:30]2[CH:35]=[CH:34][CH:33]=[CH:32][CH:31]=2)[CH:28]=[CH:27][CH:26]=[CH:25][CH:24]=1.C(=O)([O-])[O-].[Cs+].[Cs+], predict the reaction product. The product is: [C:29](=[N:36][NH:37][C:21]1[CH:20]=[CH:19][S:18][C:17]=1[CH:16]=[N:15][N:14]=[C:1]([C:8]1[CH:13]=[CH:12][CH:11]=[CH:10][CH:9]=1)[C:2]1[CH:7]=[CH:6][CH:5]=[CH:4][CH:3]=1)([C:30]1[CH:31]=[CH:32][CH:33]=[CH:34][CH:35]=1)[C:23]1[CH:28]=[CH:27][CH:26]=[CH:25][CH:24]=1. (6) Given the reactants [C:1]([C:5]1[O:9][N:8]=[C:7]([NH:10][C:11]([NH:13][C:14]2[CH:19]=[CH:18][CH:17]=[C:16]([O:20][C:21]3[C:30]4[C:25](=[CH:26][C:27]([O:36][CH3:37])=[C:28]([O:31][CH2:32][CH2:33][CH2:34]Cl)[CH:29]=4)[N:24]=[CH:23][N:22]=3)[CH:15]=2)=[O:12])[CH:6]=1)([CH3:4])([CH3:3])[CH3:2].[CH3:38][N:39]1[CH2:44][CH2:43][NH:42][CH2:41][CH2:40]1.O, predict the reaction product. The product is: [C:1]([C:5]1[O:9][N:8]=[C:7]([NH:10][C:11]([NH:13][C:14]2[CH:19]=[CH:18][CH:17]=[C:16]([O:20][C:21]3[C:30]4[C:25](=[CH:26][C:27]([O:36][CH3:37])=[C:28]([O:31][CH2:32][CH2:33][CH2:34][N:42]5[CH2:43][CH2:44][N:39]([CH3:38])[CH2:40][CH2:41]5)[CH:29]=4)[N:24]=[CH:23][N:22]=3)[CH:15]=2)=[O:12])[CH:6]=1)([CH3:4])([CH3:3])[CH3:2]. (7) The product is: [C:1]([C:3]1[CH:47]=[CH:46][C:6]2[NH:7][C:8]([C:10]([C:18]3[C:26]([O:27][CH3:28])=[CH:25][C:24]([CH3:29])=[C:23]4[C:19]=3[CH:20]=[CH:21][NH:22]4)([CH3:17])[CH2:11][CH2:12][C:13]([O:15][CH3:16])=[O:14])=[N:9][C:5]=2[CH:4]=1)#[N:2]. Given the reactants [C:1]([C:3]1[CH:47]=[CH:46][C:6]2[N:7](COCC[Si](C)(C)C)[C:8]([C:10]([C:18]3[C:26]([O:27][CH3:28])=[CH:25][C:24]([CH3:29])=[C:23]4[C:19]=3[CH:20]=[CH:21][N:22]4COCC[Si](C)(C)C)([CH3:17])[CH2:11][CH2:12][C:13]([O:15][CH3:16])=[O:14])=[N:9][C:5]=2[CH:4]=1)#[N:2].C(C1C=CC2N=C(C(C3C(OC)=CC(C)=C4C=3C=CN4COCC[Si](C)(C)C)(C)CCC(OC)=O)N(COCC[Si](C)(C)C)C=2C=1)#N.Cl, predict the reaction product.